This data is from Full USPTO retrosynthesis dataset with 1.9M reactions from patents (1976-2016). The task is: Predict the reactants needed to synthesize the given product. (1) Given the product [C:1]1([S:7]([N:10]2[C:14]3=[N:15][CH:16]=[C:17]([S:19][CH2:20][CH3:21])[CH:18]=[C:13]3[CH:12]=[C:11]2[CH:22]([OH:39])[CH2:23][CH:24]2[CH2:25][CH2:29][CH2:28][CH2:27]2)(=[O:9])=[O:8])[CH:6]=[CH:5][CH:4]=[CH:3][CH:2]=1, predict the reactants needed to synthesize it. The reactants are: [C:1]1([S:7]([N:10]2[C:14]3=[N:15][CH:16]=[C:17]([S:19][CH2:20][CH3:21])[CH:18]=[C:13]3[CH:12]=[CH:11]2)(=[O:9])=[O:8])[CH:6]=[CH:5][CH:4]=[CH:3][CH:2]=1.[CH2:22]([Li])[CH2:23][CH2:24][CH3:25].[CH3:27][CH2:28][CH2:29]CCC.C1(C=[O:39])CCCC1. (2) Given the product [OH:34][C:22]1[C:21]([CH2:20][CH:19]=[C:18]([CH3:35])[CH2:17][P:8]([O:10][C:11]2[CH:12]=[CH:13][CH:14]=[CH:15][CH:16]=2)([O:7][CH:5]([CH3:6])[C:4]([OH:36])=[O:3])=[O:9])=[C:29]([O:30][CH3:31])[C:28]([CH3:32])=[C:27]2[C:23]=1[C:24](=[O:33])[O:25][CH2:26]2, predict the reactants needed to synthesize it. The reactants are: C([O:3][C:4](=[O:36])[CH:5]([O:7][P:8]([CH2:17][C:18]([CH3:35])=[CH:19][CH2:20][C:21]1[C:22]([OH:34])=[C:23]2[C:27](=[C:28]([CH3:32])[C:29]=1[O:30][CH3:31])[CH2:26][O:25][C:24]2=[O:33])([O:10][C:11]1[CH:16]=[CH:15][CH:14]=[CH:13][CH:12]=1)=[O:9])[CH3:6])C.[OH-].[Na+]. (3) Given the product [NH2:26][C:24]1[C:25]2=[C:17]([C:12]3[CH:13]=[CH:14][C:15]4[C:10]([CH:11]=3)=[N:9][N:8]([CH2:1][C:2]3[CH:3]=[CH:4][CH:5]=[CH:6][CH:7]=3)[CH:16]=4)[CH:18]=[C:19]([CH:27]3[CH2:32][CH2:31][N:30]([CH2:43][C:44]([N:46]([CH3:48])[CH3:47])=[O:45])[CH2:29][CH2:28]3)[N:20]2[N:21]=[CH:22][N:23]=1, predict the reactants needed to synthesize it. The reactants are: [CH2:1]([N:8]1[CH:16]=[C:15]2[C:10]([CH:11]=[C:12]([C:17]3[CH:18]=[C:19]([CH:27]4[CH2:32][CH2:31][NH:30][CH2:29][CH2:28]4)[N:20]4[C:25]=3[C:24]([NH2:26])=[N:23][CH:22]=[N:21]4)[CH:13]=[CH:14]2)=[N:9]1)[C:2]1[CH:7]=[CH:6][CH:5]=[CH:4][CH:3]=1.C(N(CC)C(C)C)(C)C.Cl[CH2:43][C:44]([N:46]([CH3:48])[CH3:47])=[O:45]. (4) The reactants are: [F:1][C:2]1[CH:7]=[CH:6][C:5]([O:8][CH3:9])=[C:4](Br)[CH:3]=1.C([Li])CCC.[CH2:16]([O:20][CH2:21][C:22]1[CH:27]=[CH:26][CH:25]=[CH:24][CH:23]=1)[C@H:17]1[O:19][CH2:18]1. Given the product [CH2:21]([O:20][CH2:16][C@@H:17]([OH:19])[CH2:18][C:4]1[CH:3]=[C:2]([F:1])[CH:7]=[CH:6][C:5]=1[O:8][CH3:9])[C:22]1[CH:27]=[CH:26][CH:25]=[CH:24][CH:23]=1, predict the reactants needed to synthesize it. (5) Given the product [CH2:40]([O:39][CH2:38][C:33]1[N:34]([CH2:35][CH2:36][CH3:37])[C:25]2[C:24]3[CH:23]=[C:22]([O:21][CH2:20][CH2:19][NH:18][C:17](=[O:42])[O:16][C:12]([CH3:13])([CH3:14])[CH3:15])[CH:31]=[CH:30][C:29]=3[N+:28]([O-:9])=[CH:27][C:26]=2[N:32]=1)[CH3:41], predict the reactants needed to synthesize it. The reactants are: C1C=C(Cl)C=C(C(OO)=[O:9])C=1.[C:12]([O:16][C:17](=[O:42])[NH:18][CH2:19][CH2:20][O:21][C:22]1[CH:31]=[CH:30][C:29]2[N:28]=[CH:27][C:26]3[N:32]=[C:33]([CH2:38][O:39][CH2:40][CH3:41])[N:34]([CH2:35][CH2:36][CH3:37])[C:25]=3[C:24]=2[CH:23]=1)([CH3:15])([CH3:14])[CH3:13].C(=O)([O-])[O-].[Na+].[Na+].